Task: Predict the reactants needed to synthesize the given product.. Dataset: Full USPTO retrosynthesis dataset with 1.9M reactions from patents (1976-2016) (1) Given the product [CH2:1]([O:3][C:4]([C@@H:6]1[CH2:8][C@H:7]1[C@:9]1([CH3:15])[C:10]([F:14])([F:13])[CH2:11][O:12][C:18]([NH2:17])=[N:16]1)=[O:5])[CH3:2], predict the reactants needed to synthesize it. The reactants are: [CH2:1]([O:3][C:4]([C@@H:6]1[CH2:8][C@H:7]1[C@:9]([NH2:16])([CH3:15])[C:10]([F:14])([F:13])[CH2:11][OH:12])=[O:5])[CH3:2].[N:17]#[C:18]Br. (2) Given the product [NH:1]1[C:9]2[C:4](=[CH:5][C:6]([NH:10][C:11]3([CH2:15][O:16][S:25]([CH3:24])(=[O:27])=[O:26])[CH2:14][CH2:13][CH2:12]3)=[CH:7][CH:8]=2)[CH:3]=[N:2]1, predict the reactants needed to synthesize it. The reactants are: [NH:1]1[C:9]2[C:4](=[CH:5][C:6]([NH:10][C:11]3([CH2:15][OH:16])[CH2:14][CH2:13][CH2:12]3)=[CH:7][CH:8]=2)[CH:3]=[N:2]1.CCN(CC)CC.[CH3:24][S:25](Cl)(=[O:27])=[O:26]. (3) Given the product [Br:16][C:17]1[CH:18]=[C:19]2[C:23](=[CH:24][CH:25]=1)[NH:22][C:21](=[O:26])/[C:20]/2=[N:14]\[NH:13][C:11](=[O:12])[CH:10]([C:8]1[CH:7]=[CH:6][C:5]2[O:1][CH2:2][O:3][C:4]=2[CH:9]=1)[CH3:15], predict the reactants needed to synthesize it. The reactants are: [O:1]1[C:5]2[CH:6]=[CH:7][C:8]([CH:10]([CH3:15])[C:11]([NH:13][NH2:14])=[O:12])=[CH:9][C:4]=2[O:3][CH2:2]1.[Br:16][C:17]1[CH:18]=[C:19]2[C:23](=[CH:24][CH:25]=1)[NH:22][C:21](=[O:26])[C:20]2=O. (4) Given the product [CH3:1][N:2]1[C:6]2([CH2:20][C:9]3[CH:10]=[C:11]4[C:16](=[CH:17][C:8]=3[CH2:7]2)[N:15]=[C:14]([C:18]([OH:24])=[O:19])[CH:13]=[CH:12]4)[C:5](=[O:21])[NH:4][C:3]1=[O:22], predict the reactants needed to synthesize it. The reactants are: [CH3:1][N:2]1[C:6]2([CH2:20][C:9]3[CH:10]=[C:11]4[C:16](=[CH:17][C:8]=3[CH2:7]2)[N:15]=[C:14]([CH:18]=[O:19])[CH:13]=[CH:12]4)[C:5](=[O:21])[NH:4][C:3]1=[O:22].[Se](=O)=[O:24]. (5) Given the product [Br:10][C:4]1[CH:3]=[C:2]([CH:7]=[C:6]([O:8][CH3:9])[CH:5]=1)[CH:19]=[O:20], predict the reactants needed to synthesize it. The reactants are: Br[C:2]1[CH:7]=[C:6]([O:8][CH3:9])[CH:5]=[C:4]([Br:10])[CH:3]=1.C([Li])CCC.CN([CH:19]=[O:20])C. (6) Given the product [F:1][C:2]([F:18])([C:9]([F:16])([F:17])[C:10]([F:14])([F:15])[CH:11]([F:13])[F:12])[CH2:3][C:4]([CH2:20][CH2:21][C:22]([F:28])([F:27])[C:23]([F:26])([F:25])[F:24])([C:7]#[N:8])[C:5]#[N:6], predict the reactants needed to synthesize it. The reactants are: [F:1][C:2]([F:18])([C:9]([F:17])([F:16])[C:10]([F:15])([F:14])[CH:11]([F:13])[F:12])[CH2:3][CH:4]([C:7]#[N:8])[C:5]#[N:6].I[CH2:20][CH2:21][C:22]([F:28])([F:27])[C:23]([F:26])([F:25])[F:24].C(=O)([O-])[O-].[K+].[K+].Cl.